Task: Predict which catalyst facilitates the given reaction.. Dataset: Catalyst prediction with 721,799 reactions and 888 catalyst types from USPTO (1) Reactant: Cl.[NH:2]1[CH2:7][CH2:6][CH:5]([CH2:8][C:9]2[CH:10]=[C:11]3[C:16](=[CH:17][CH:18]=2)[N:15]=[CH:14][CH:13]=[N:12]3)[CH2:4][CH2:3]1.CCN(C(C)C)C(C)C.Cl[CH2:29][C:30]1[S:34][C:33]([NH:35][C:36](=[O:38])[CH3:37])=[N:32][CH:31]=1. Product: [N:15]1[C:16]2[C:11](=[CH:10][C:9]([CH2:8][CH:5]3[CH2:6][CH2:7][N:2]([CH2:29][C:30]4[S:34][C:33]([NH:35][C:36](=[O:38])[CH3:37])=[N:32][CH:31]=4)[CH2:3][CH2:4]3)=[CH:18][CH:17]=2)[N:12]=[CH:13][CH:14]=1. The catalyst class is: 10. (2) Reactant: CS(O[CH2:6][CH2:7][C:8]1[CH:13]=[CH:12][C:11]([NH:14][C:15]2[N:24]=[CH:23][C:22]3[CH2:21][C@@H:20]([C:25]4[CH:30]=[CH:29][C:28]([Cl:31])=[C:27]([Cl:32])[CH:26]=4)[C:19]4[CH:33]=[CH:34][CH:35]=[CH:36][C:18]=4[C:17]=3[N:16]=2)=[CH:10][CH:9]=1)(=O)=O.[CH3:37][N:38]1[CH2:43][CH2:42][NH:41][CH2:40][CH2:39]1. Product: [ClH:31].[Cl:32][C:27]1[CH:26]=[C:25]([C@H:20]2[C:19]3[CH:33]=[CH:34][CH:35]=[CH:36][C:18]=3[C:17]3[N:16]=[C:15]([NH:14][C:11]4[CH:12]=[CH:13][C:8]([CH2:7][CH2:6][N:41]5[CH2:42][CH2:43][N:38]([CH3:37])[CH2:39][CH2:40]5)=[CH:9][CH:10]=4)[N:24]=[CH:23][C:22]=3[CH2:21]2)[CH:30]=[CH:29][C:28]=1[Cl:31]. The catalyst class is: 66. (3) Reactant: C([O:3][C:4]([C:6]1[CH:7]=[C:8]2[C:13](=[CH:14][C:15]=1[CH3:16])[N:12]([CH2:17][CH3:18])[C:11](=[O:19])[CH2:10][CH2:9]2)=[O:5])C.[OH-].[Na+]. Product: [CH2:17]([N:12]1[C:13]2[C:8](=[CH:7][C:6]([C:4]([OH:5])=[O:3])=[C:15]([CH3:16])[CH:14]=2)[CH2:9][CH2:10][C:11]1=[O:19])[CH3:18]. The catalyst class is: 5. (4) Reactant: C([O:3][C:4]([C:6]1[C:10]([C:11]#[N:12])=[CH:9][NH:8][CH:7]=1)=[O:5])C.[OH-].[Na+].Cl. Product: [C:11]([C:10]1[C:6]([C:4]([OH:5])=[O:3])=[CH:7][NH:8][CH:9]=1)#[N:12]. The catalyst class is: 5. (5) Reactant: [CH2:1]([O:3][C:4](=[O:24])[C:5]([NH:12][C:13]1[CH:18]=[C:17]([C:19]([O:21][CH3:22])=[O:20])[CH:16]=[CH:15][C:14]=1[F:23])=[CH:6][C:7]([O:9]CC)=O)[CH3:2]. Product: [CH3:22][O:21][C:19]([C:17]1[C:18]2[C:7](=[O:9])[CH:6]=[C:5]([C:4]([O:3][CH2:1][CH3:2])=[O:24])[NH:12][C:13]=2[C:14]([F:23])=[CH:15][CH:16]=1)=[O:20]. The catalyst class is: 736. (6) Reactant: [CH2:1]([O:5][C:6]1[CH:11]=[CH:10][C:9]([CH2:12][CH2:13][C:14](OCC)=[O:15])=[C:8]([O:19][C:20]2[CH:25]=[CH:24][C:23]([C:26]([F:29])([F:28])[F:27])=[CH:22][N:21]=2)[CH:7]=1)[CH2:2][CH2:3][CH3:4].[H-].[Al+3].[Li+].[H-].[H-].[H-].O.O.O.O.O.O.O.O.O.O.S([O-])([O-])(=O)=O.[Na+].[Na+]. Product: [CH2:1]([O:5][C:6]1[CH:11]=[CH:10][C:9]([CH2:12][CH2:13][CH2:14][OH:15])=[C:8]([O:19][C:20]2[CH:25]=[CH:24][C:23]([C:26]([F:29])([F:27])[F:28])=[CH:22][N:21]=2)[CH:7]=1)[CH2:2][CH2:3][CH3:4]. The catalyst class is: 7. (7) Reactant: [CH2:1]([O:3][C:4](=[O:35])[CH2:5][CH:6]([C:29]1[CH:30]=[N:31][CH:32]=[N:33][CH:34]=1)[CH:7]=[CH:8][CH2:9][CH2:10][CH2:11][CH2:12][C:13]1[CH:18]=[CH:17][CH:16]=[C:15]([NH:19][CH2:20][C:21]2[CH:26]=[CH:25][C:24]([O:27][CH3:28])=[CH:23][CH:22]=2)[N:14]=1)[CH3:2].C=O.[C:38](O)(=O)C.[BH3-]C#N.[Na+]. Product: [CH2:1]([O:3][C:4](=[O:35])[CH2:5][CH:6]([C:29]1[CH:30]=[N:31][CH:32]=[N:33][CH:34]=1)[CH:7]=[CH:8][CH2:9][CH2:10][CH2:11][CH2:12][C:13]1[CH:18]=[CH:17][CH:16]=[C:15]([N:19]([CH2:20][C:21]2[CH:26]=[CH:25][C:24]([O:27][CH3:28])=[CH:23][CH:22]=2)[CH3:38])[N:14]=1)[CH3:2]. The catalyst class is: 5. (8) Reactant: O[C:2]1([C:14]2[N:15]=[CH:16][N:17]([C:19]([C:32]3[CH:37]=[CH:36][CH:35]=[CH:34][CH:33]=3)([C:26]3[CH:31]=[CH:30][CH:29]=[CH:28][CH:27]=3)[C:20]3[CH:25]=[CH:24][CH:23]=[CH:22][CH:21]=3)[CH:18]=2)[CH2:11][CH2:10][CH2:9][C:8]2[CH:7]=[C:6]([C:12]#[N:13])[CH:5]=[CH:4][C:3]1=2.COC1C=CC(P2(=S)SP(=S)(C3C=CC(OC)=CC=3)[S:47]2)=CC=1. Product: [SH:47][C:2]1([C:14]2[N:15]=[CH:16][N:17]([C:19]([C:32]3[CH:37]=[CH:36][CH:35]=[CH:34][CH:33]=3)([C:26]3[CH:31]=[CH:30][CH:29]=[CH:28][CH:27]=3)[C:20]3[CH:25]=[CH:24][CH:23]=[CH:22][CH:21]=3)[CH:18]=2)[CH2:11][CH2:10][CH2:9][C:8]2[CH:7]=[C:6]([C:12]#[N:13])[CH:5]=[CH:4][C:3]1=2. The catalyst class is: 11.